Dataset: Full USPTO retrosynthesis dataset with 1.9M reactions from patents (1976-2016). Task: Predict the reactants needed to synthesize the given product. (1) Given the product [CH:3]12[CH2:4][CH:5]([CH:1]=[CH:2]1)[C:6](=[O:15])[CH2:12][C:11]2=[O:10], predict the reactants needed to synthesize it. The reactants are: [CH3:1][CH2:2][CH2:3][CH2:4][CH2:5][CH3:6].C([O:10][CH2:11][CH3:12])(=O)C.C(O)(=[O:15])C. (2) Given the product [C:1]1([S:7]([N:10]2[CH2:18][C:17]3[S:16][CH:15]=[N:14][C:13]=3[CH2:12]2)(=[O:9])=[O:8])[CH:6]=[CH:5][CH:4]=[CH:3][CH:2]=1, predict the reactants needed to synthesize it. The reactants are: [C:1]1([S:7]([NH2:10])(=[O:9])=[O:8])[CH:6]=[CH:5][CH:4]=[CH:3][CH:2]=1.Br[CH2:12][C:13]1[N:14]=[CH:15][S:16][C:17]=1[CH2:18]Br.[H-].[Na+].O. (3) Given the product [CH3:1][C:2]1[C:6]2[CH:7]=[C:8]([OH:11])[CH:9]=[CH:10][C:5]=2[O:4][C:3]=1[C:13]([O:15][CH2:16][CH3:17])=[O:14], predict the reactants needed to synthesize it. The reactants are: [CH3:1][C:2]1[C:6]2[CH:7]=[C:8]([O:11]C)[CH:9]=[CH:10][C:5]=2[O:4][C:3]=1[C:13]([O:15][CH2:16][CH3:17])=[O:14]. (4) Given the product [CH2:25]([S:29]([N:13]1[CH2:14][CH2:15][C@H:11]([N:10]([CH2:16][C:17]2[CH:22]=[C:21]([F:23])[CH:20]=[CH:19][C:18]=2[F:24])[C:8]2[CH:7]=[CH:6][C:3]([C:4]#[N:5])=[C:2]([Cl:1])[CH:9]=2)[CH2:12]1)(=[O:31])=[O:30])[CH2:26][CH2:27][CH3:28], predict the reactants needed to synthesize it. The reactants are: [Cl:1][C:2]1[CH:9]=[C:8]([N:10]([CH2:16][C:17]2[CH:22]=[C:21]([F:23])[CH:20]=[CH:19][C:18]=2[F:24])[C@H:11]2[CH2:15][CH2:14][NH:13][CH2:12]2)[CH:7]=[CH:6][C:3]=1[C:4]#[N:5].[CH2:25]([S:29](Cl)(=[O:31])=[O:30])[CH2:26][CH2:27][CH3:28]. (5) Given the product [F:1][C:2]([F:12])([F:11])[C:3]1[CH:8]=[CH:7][CH:6]=[CH:5][C:4]=1[CH:18]([OH:19])[C:17]1[CH:20]=[CH:21][C:14]([Br:13])=[CH:15][C:16]=1[F:22], predict the reactants needed to synthesize it. The reactants are: [F:1][C:2]([F:12])([F:11])[C:3]1[CH:8]=[CH:7][CH:6]=[CH:5][C:4]=1[Mg]Br.[Br:13][C:14]1[CH:21]=[CH:20][C:17]([CH:18]=[O:19])=[C:16]([F:22])[CH:15]=1.FC(F)(F)C1C=C(Cl)C=CC=1C(O)C1C=CC=CC=1. (6) Given the product [CH2:1]([Si:10]([Cl:12])([Cl:11])[Cl:9])[C:2]1[CH:7]=[CH:6][CH:5]=[CH:4][CH:3]=1, predict the reactants needed to synthesize it. The reactants are: [CH2:1](Cl)[C:2]1[CH:7]=[CH:6][CH:5]=[CH:4][CH:3]=1.[Cl:9][SiH:10]([Cl:12])[Cl:11]. (7) The reactants are: [NH:1]([C:111]([CH3:113])=[O:112])[C@H:2]([C:27]([NH:29][C@H:30]([C:35]([NH:37][C@H:38]([C:47]([NH:49][C@H:50]([C:55]([NH:57][C@H:58]([C:83]([NH:85][C@H:86]([C:91]([NH:93][C@H:94]([C:99]([NH:101][C@H:102]([C:107]([O:109]C)=[O:108])[CH2:103][CH:104]([CH3:106])[CH3:105])=[O:100])[CH2:95][CH:96]([CH3:98])[CH3:97])=[O:92])[CH2:87][CH:88]([CH3:90])[CH3:89])=[O:84])[CH2:59][CH2:60][CH2:61][NH:62][C:63](=[NH:82])[NH:64][S:65]([C:68]1[C:80]([CH3:81])=[C:79]2[C:73]([O:74][C:75]([CH2:78]2)([CH3:77])[CH3:76])=[C:71]([CH3:72])[C:69]=1[CH3:70])(=[O:67])=[O:66])=[O:56])[CH2:51][CH:52]([CH3:54])[CH3:53])=[O:48])[CH2:39][C:40](=[O:46])[O:41][C:42]([CH3:45])([CH3:44])[CH3:43])=[O:36])[CH2:31][CH:32]([CH3:34])[CH3:33])=[O:28])[CH2:3][CH2:4][CH2:5][NH:6][C:7](=[NH:26])[NH:8][S:9]([C:12]1[C:24]([CH3:25])=[C:23]2[C:17]([O:18][C:19]([CH2:22]2)([CH3:21])[CH3:20])=[C:15]([CH3:16])[C:13]=1[CH3:14])(=[O:11])=[O:10].O.O.[OH-].[Li+].Cl. Given the product [NH:1]([C:111]([CH3:113])=[O:112])[C@H:2]([C:27]([NH:29][C@H:30]([C:35]([NH:37][C@H:38]([C:47]([NH:49][C@H:50]([C:55]([NH:57][C@H:58]([C:83]([NH:85][C@H:86]([C:91]([NH:93][C@H:94]([C:99]([NH:101][C@H:102]([C:107]([OH:109])=[O:108])[CH2:103][CH:104]([CH3:106])[CH3:105])=[O:100])[CH2:95][CH:96]([CH3:97])[CH3:98])=[O:92])[CH2:87][CH:88]([CH3:90])[CH3:89])=[O:84])[CH2:59][CH2:60][CH2:61][NH:62][C:63](=[NH:82])[NH:64][S:65]([C:68]1[C:80]([CH3:81])=[C:79]2[C:73]([O:74][C:75]([CH2:78]2)([CH3:77])[CH3:76])=[C:71]([CH3:72])[C:69]=1[CH3:70])(=[O:67])=[O:66])=[O:56])[CH2:51][CH:52]([CH3:53])[CH3:54])=[O:48])[CH2:39][C:40](=[O:46])[O:41][C:42]([CH3:45])([CH3:44])[CH3:43])=[O:36])[CH2:31][CH:32]([CH3:33])[CH3:34])=[O:28])[CH2:3][CH2:4][CH2:5][NH:6][C:7](=[NH:26])[NH:8][S:9]([C:12]1[C:24]([CH3:25])=[C:23]2[C:17]([O:18][C:19]([CH2:22]2)([CH3:20])[CH3:21])=[C:15]([CH3:16])[C:13]=1[CH3:14])(=[O:10])=[O:11], predict the reactants needed to synthesize it.